From a dataset of Catalyst prediction with 721,799 reactions and 888 catalyst types from USPTO. Predict which catalyst facilitates the given reaction. (1) Reactant: [O:1]([C:8]1[CH:9]=[C:10]([CH:12]=[CH:13][CH:14]=1)[NH2:11])[C:2]1[CH:7]=[CH:6][CH:5]=[CH:4][CH:3]=1.C(N(CC)CC)C.C([O:24][C:25](=[O:29])[C:26](Cl)=[O:27])C.[OH-].[Na+]. Product: [O:1]([C:8]1[CH:9]=[C:10]([NH:11][C:26](=[O:27])[C:25]([OH:29])=[O:24])[CH:12]=[CH:13][CH:14]=1)[C:2]1[CH:3]=[CH:4][CH:5]=[CH:6][CH:7]=1. The catalyst class is: 30. (2) Reactant: Cl[CH2:2][C:3]1[CH:8]=[CH:7][CH:6]=[C:5]([CH2:9][Cl:10])[N:4]=1.[C:11]([O:15][C:16]([N:18]1[CH2:23][CH2:22][NH:21][CH2:20][CH2:19]1)=[O:17])([CH3:14])([CH3:13])[CH3:12]. Product: [Cl:10][CH2:9][C:5]1[N:4]=[C:3]([CH2:2][N:21]2[CH2:20][CH2:19][N:18]([C:16]([O:15][C:11]([CH3:14])([CH3:13])[CH3:12])=[O:17])[CH2:23][CH2:22]2)[CH:8]=[CH:7][CH:6]=1. The catalyst class is: 8. (3) Reactant: [Cl:1][C:2]1[CH:7]=[CH:6][CH:5]=[C:4]([CH2:8]Cl)[N:3]=1.[OH:10][C:11]1[CH:16]=[CH:15][CH:14]=[CH:13][N:12]=1.C([O-])([O-])=O.[Cs+].[Cs+]. Product: [Cl:1][C:2]1[N:3]=[C:4]([CH2:8][N:12]2[CH:13]=[CH:14][CH:15]=[CH:16][C:11]2=[O:10])[CH:5]=[CH:6][CH:7]=1. The catalyst class is: 18. (4) Product: [CH2:16]([NH:15][C:13]([C:4]1[S:3][C:2]([NH:1][C:43](=[O:44])[C:42]2[CH:41]=[CH:40][C:39]([CH2:32][C:33]3[CH:34]=[CH:35][CH:36]=[CH:37][CH:38]=3)=[CH:47][CH:46]=2)=[N:6][C:5]=1[CH2:7][N:8]([CH2:9][CH3:10])[CH2:11][CH3:12])=[O:14])[C:17]1[CH:18]=[CH:19][CH:20]=[CH:21][CH:22]=1. Reactant: [NH2:1][C:2]1[S:3][C:4]([C:13]([NH:15][CH2:16][C:17]2[CH:22]=[CH:21][CH:20]=[CH:19][CH:18]=2)=[O:14])=[C:5]([CH2:7][N:8]([CH2:11][CH3:12])[CH2:9][CH3:10])[N:6]=1.C(N(C(C)C)CC)(C)C.[CH2:32]([C:39]1[CH:47]=[CH:46][C:42]([C:43](O)=[O:44])=[CH:41][CH:40]=1)[C:33]1[CH:38]=[CH:37][CH:36]=[CH:35][CH:34]=1.F[P-](F)(F)(F)(F)F.C[N+](C)=C(N(C)C)ON1C2N=CC=CC=2N=N1. The catalyst class is: 96.